This data is from Peptide-MHC class II binding affinity with 134,281 pairs from IEDB. The task is: Regression. Given a peptide amino acid sequence and an MHC pseudo amino acid sequence, predict their binding affinity value. This is MHC class II binding data. (1) The peptide sequence is ITIQYNLSFSDAQSA. The MHC is DRB1_0101 with pseudo-sequence DRB1_0101. The binding affinity (normalized) is 0.682. (2) The peptide sequence is KDVTVSQVWFGHRYS. The MHC is DRB1_1302 with pseudo-sequence DRB1_1302. The binding affinity (normalized) is 0.496. (3) The peptide sequence is FAGAWCVPKVTFTVE. The MHC is DRB4_0101 with pseudo-sequence DRB4_0103. The binding affinity (normalized) is 0.145. (4) The peptide sequence is IQARAAALAFEQAYA. The MHC is HLA-DQA10401-DQB10402 with pseudo-sequence HLA-DQA10401-DQB10402. The binding affinity (normalized) is 0.388. (5) The MHC is HLA-DQA10501-DQB10201 with pseudo-sequence HLA-DQA10501-DQB10201. The peptide sequence is AFILDGDNLFPGV. The binding affinity (normalized) is 0.823.